Dataset: NCI-60 drug combinations with 297,098 pairs across 59 cell lines. Task: Regression. Given two drug SMILES strings and cell line genomic features, predict the synergy score measuring deviation from expected non-interaction effect. (1) Drug 1: CC12CCC(CC1=CCC3C2CCC4(C3CC=C4C5=CN=CC=C5)C)O. Drug 2: C(CN)CNCCSP(=O)(O)O. Cell line: OVCAR-4. Synergy scores: CSS=16.1, Synergy_ZIP=-0.812, Synergy_Bliss=-0.666, Synergy_Loewe=-8.43, Synergy_HSA=-1.09. (2) Drug 1: COC1=C(C=C2C(=C1)N=CN=C2NC3=CC(=C(C=C3)F)Cl)OCCCN4CCOCC4. Drug 2: C1=NC2=C(N1)C(=S)N=CN2. Cell line: SNB-19. Synergy scores: CSS=16.6, Synergy_ZIP=-5.26, Synergy_Bliss=1.26, Synergy_Loewe=2.72, Synergy_HSA=3.38. (3) Drug 1: C1CCN(CC1)CCOC2=CC=C(C=C2)C(=O)C3=C(SC4=C3C=CC(=C4)O)C5=CC=C(C=C5)O. Drug 2: CCC1(CC2CC(C3=C(CCN(C2)C1)C4=CC=CC=C4N3)(C5=C(C=C6C(=C5)C78CCN9C7C(C=CC9)(C(C(C8N6C=O)(C(=O)OC)O)OC(=O)C)CC)OC)C(=O)OC)O.OS(=O)(=O)O. Cell line: NCI-H460. Synergy scores: CSS=11.5, Synergy_ZIP=3.13, Synergy_Bliss=4.24, Synergy_Loewe=-18.4, Synergy_HSA=0.566. (4) Drug 1: CC1=C(C=C(C=C1)NC(=O)C2=CC=C(C=C2)CN3CCN(CC3)C)NC4=NC=CC(=N4)C5=CN=CC=C5. Drug 2: CCC1(CC2CC(C3=C(CCN(C2)C1)C4=CC=CC=C4N3)(C5=C(C=C6C(=C5)C78CCN9C7C(C=CC9)(C(C(C8N6C)(C(=O)OC)O)OC(=O)C)CC)OC)C(=O)OC)O.OS(=O)(=O)O. Cell line: HT29. Synergy scores: CSS=1.37, Synergy_ZIP=5.96, Synergy_Bliss=3.93, Synergy_Loewe=5.08, Synergy_HSA=4.45. (5) Drug 1: CC1=C(N=C(N=C1N)C(CC(=O)N)NCC(C(=O)N)N)C(=O)NC(C(C2=CN=CN2)OC3C(C(C(C(O3)CO)O)O)OC4C(C(C(C(O4)CO)O)OC(=O)N)O)C(=O)NC(C)C(C(C)C(=O)NC(C(C)O)C(=O)NCCC5=NC(=CS5)C6=NC(=CS6)C(=O)NCCC[S+](C)C)O. Drug 2: CC(C)(C#N)C1=CC(=CC(=C1)CN2C=NC=N2)C(C)(C)C#N. Cell line: SN12C. Synergy scores: CSS=21.7, Synergy_ZIP=2.59, Synergy_Bliss=5.32, Synergy_Loewe=2.05, Synergy_HSA=4.49. (6) Drug 1: C1=C(C(=O)NC(=O)N1)N(CCCl)CCCl. Drug 2: C1CN(P(=O)(OC1)NCCCl)CCCl. Cell line: SNB-75. Synergy scores: CSS=7.48, Synergy_ZIP=-7.61, Synergy_Bliss=-3.16, Synergy_Loewe=-20.8, Synergy_HSA=-3.23. (7) Drug 1: CN1CCC(CC1)COC2=C(C=C3C(=C2)N=CN=C3NC4=C(C=C(C=C4)Br)F)OC. Drug 2: CCC1(CC2CC(C3=C(CCN(C2)C1)C4=CC=CC=C4N3)(C5=C(C=C6C(=C5)C78CCN9C7C(C=CC9)(C(C(C8N6C)(C(=O)OC)O)OC(=O)C)CC)OC)C(=O)OC)O.OS(=O)(=O)O. Cell line: SK-MEL-28. Synergy scores: CSS=25.3, Synergy_ZIP=10.8, Synergy_Bliss=14.3, Synergy_Loewe=-9.26, Synergy_HSA=10.8. (8) Drug 1: CN1C(=O)N2C=NC(=C2N=N1)C(=O)N. Drug 2: C1C(C(OC1N2C=NC3=C2NC=NCC3O)CO)O. Cell line: SK-MEL-5. Synergy scores: CSS=2.23, Synergy_ZIP=-0.983, Synergy_Bliss=-2.97, Synergy_Loewe=-0.651, Synergy_HSA=-2.12.